This data is from Full USPTO retrosynthesis dataset with 1.9M reactions from patents (1976-2016). The task is: Predict the reactants needed to synthesize the given product. Given the product [C:1]([O:5][C:6](=[O:36])[NH:7][C:8]1([C:12]2[CH:13]=[CH:14][C:15]([C:18]3[C:27]([C:28]4[CH:29]=[CH:30][CH:31]=[CH:32][CH:33]=4)=[CH:26][C:25]4[C:24]5=[N:34][N:35]=[C:37]([OH:38])[N:23]5[CH:22]=[CH:21][C:20]=4[N:19]=3)=[CH:16][CH:17]=2)[CH2:11][CH2:10][CH2:9]1)([CH3:4])([CH3:2])[CH3:3], predict the reactants needed to synthesize it. The reactants are: [C:1]([O:5][C:6](=[O:36])[NH:7][C:8]1([C:12]2[CH:17]=[CH:16][C:15]([C:18]3[C:27]([C:28]4[CH:33]=[CH:32][CH:31]=[CH:30][CH:29]=4)=[CH:26][C:25]4[C:20](=[CH:21][CH:22]=[N:23][C:24]=4[NH:34][NH2:35])[N:19]=3)=[CH:14][CH:13]=2)[CH2:11][CH2:10][CH2:9]1)([CH3:4])([CH3:3])[CH3:2].[C:37](N1C=CN=C1)(N1C=CN=C1)=[O:38].C(=O)(O)[O-].[Na+].C(OCC)(=O)C.